From a dataset of Forward reaction prediction with 1.9M reactions from USPTO patents (1976-2016). Predict the product of the given reaction. (1) The product is: [ClH:27].[CH:1]1[C:10]2[C:5](=[CH:6][CH:7]=[CH:8][CH:9]=2)[CH:4]=[CH:3][C:2]=1[S:11]([C:14]1[CH:15]=[CH:16][C:17]2[O:26][C:25]3[CH2:24][CH2:23][NH:22][CH2:21][C:20]=3[C:18]=2[CH:19]=1)(=[O:12])=[O:13]. Given the reactants [CH:1]1[C:10]2[C:5](=[CH:6][CH:7]=[CH:8][CH:9]=2)[CH:4]=[CH:3][C:2]=1[S:11]([C:14]1[CH:15]=[CH:16][C:17]2[O:26][C:25]3[CH2:24][CH2:23][NH:22][CH2:21][C:20]=3[C:18]=2[CH:19]=1)(=[O:13])=[O:12].[ClH:27], predict the reaction product. (2) Given the reactants [Cl:1][C:2]1[C:11]2[C:6](=[CH:7][C:8]([F:13])=[CH:9][C:10]=2[F:12])[N:5]=[C:4]([C:14]2[CH:19]=[C:18]([CH3:20])[CH:17]=[CH:16][C:15]=2SC)[C:3]=1[CH3:23].O[O:25][S:26]([O-:28])=O.[K+].[CH2:30]1COCC1, predict the reaction product. The product is: [Cl:1][C:2]1[C:11]2[C:6](=[CH:7][C:8]([F:13])=[CH:9][C:10]=2[F:12])[N:5]=[C:4]([C:14]2[CH:19]=[C:18]([CH3:20])[CH:17]=[CH:16][C:15]=2[S:26]([CH3:30])(=[O:28])=[O:25])[C:3]=1[CH3:23]. (3) Given the reactants [Cl:1][C:2]1[CH:31]=[C:30]([Cl:32])[CH:29]=[CH:28][C:3]=1[O:4][C:5]1[CH:10]=[CH:9][CH:8]=[CH:7][C:6]=1[NH:11][S:12]([C:15]1[CH:27]=[CH:26][C:18]([C:19]([NH:21][CH2:22][C:23](O)=[O:24])=[O:20])=[CH:17][CH:16]=1)(=[O:14])=[O:13].C(OC([N:40]1[CH2:45][CH2:44][CH:43]([CH2:46][CH2:47][CH2:48][CH2:49][NH2:50])[CH2:42][CH2:41]1)=O)(C)(C)C, predict the reaction product. The product is: [ClH:1].[Cl:1][C:2]1[CH:31]=[C:30]([Cl:32])[CH:29]=[CH:28][C:3]=1[O:4][C:5]1[CH:10]=[CH:9][CH:8]=[CH:7][C:6]=1[NH:11][S:12]([C:15]1[CH:16]=[CH:17][C:18]([C:19]([NH:21][CH2:22][C:23](=[O:24])[NH:50][CH2:49][CH2:48][CH2:47][CH2:46][CH:43]2[CH2:42][CH2:41][NH:40][CH2:45][CH2:44]2)=[O:20])=[CH:26][CH:27]=1)(=[O:14])=[O:13]. (4) Given the reactants O.[Cl:2][C:3]1[CH:8]=[CH:7][C:6]([CH:9]2[CH:14]([NH2:15])[CH2:13][CH2:12][CH2:11][NH:10]2)=[CH:5][CH:4]=1.[CH3:16][C:17]1[CH:43]=[CH:42][C:20]([C:21]([O:23][C@H:24]([C@@H:28]([O:32][C:33](=[O:41])[C:34]2[CH:39]=[CH:38][C:37]([CH3:40])=[CH:36][CH:35]=2)[C:29]([O-:31])=[O:30])[C:25]([O-:27])=[O:26])=[O:22])=[CH:19][CH:18]=1, predict the reaction product. The product is: [Cl:2][C:3]1[CH:8]=[CH:7][C:6]([C@H:9]2[C@@H:14]([NH2:15])[CH2:13][CH2:12][CH2:11][NH:10]2)=[CH:5][CH:4]=1.[CH3:16][C:17]1[CH:18]=[CH:19][C:20]([C:21]([O:23][C@H:24]([C@@H:28]([O:32][C:33](=[O:41])[C:34]2[CH:35]=[CH:36][C:37]([CH3:40])=[CH:38][CH:39]=2)[C:29]([O-:31])=[O:30])[C:25]([O-:27])=[O:26])=[O:22])=[CH:42][CH:43]=1. (5) Given the reactants [Br:1][C:2]1[CH:3]=[CH:4][C:5]([O:21][CH3:22])=[C:6]([S:8]([NH:11][C:12]2[CH:13]=[N:14][C:15]([N+:18]([O-])=O)=[CH:16][CH:17]=2)(=[O:10])=[O:9])[CH:7]=1.Cl[Sn]Cl.O, predict the reaction product. The product is: [Br:1][C:2]1[CH:3]=[CH:4][C:5]([O:21][CH3:22])=[C:6]([S:8]([NH:11][C:12]2[CH:13]=[N:14][C:15]([NH2:18])=[CH:16][CH:17]=2)(=[O:9])=[O:10])[CH:7]=1. (6) Given the reactants [C:1]([OH:12])(=[O:11])[CH2:2][CH2:3][CH2:4][CH2:5][CH2:6][CH2:7][CH2:8][CH2:9][CH3:10], predict the reaction product. The product is: [C:1]([OH:12])(=[O:11])[CH:2]=[CH:3][CH2:4][CH2:5][CH2:6][CH2:7][CH2:8][CH2:9][CH2:10][CH2:1][CH2:2][CH2:3][CH2:4][CH2:5][CH2:6][CH2:7][CH3:8]. (7) Given the reactants Cl.[Cl:2][C:3]1[CH:4]=[C:5]2[C:9](=[CH:10][CH:11]=1)[NH:8][CH:7]=[C:6]2[CH2:12][CH2:13][NH2:14].[CH2:15]1[C:23]2[C:18](=[CH:19][C:20]([N:24]3[CH2:28][CH2:27][CH:26]([C:29](O)=[O:30])[C:25]3=[O:32])=[CH:21][CH:22]=2)[CH2:17][O:16]1.CN(C(ON1N=NC2C=CC=NC1=2)=[N+](C)C)C.F[P-](F)(F)(F)(F)F.C(N(CC)C(C)C)(C)C, predict the reaction product. The product is: [Cl:2][C:3]1[CH:4]=[C:5]2[C:9](=[CH:10][CH:11]=1)[NH:8][CH:7]=[C:6]2[CH2:12][CH2:13][NH:14][C:29]([CH:26]1[CH2:27][CH2:28][N:24]([C:20]2[CH:19]=[C:18]3[C:23](=[CH:22][CH:21]=2)[CH2:15][O:16][CH2:17]3)[C:25]1=[O:32])=[O:30]. (8) Given the reactants [CH3:1][C:2]1[C:3]([CH2:8][NH2:9])=[N:4][CH:5]=[CH:6][CH:7]=1.[Cl:10][C:11]1[C:12]([CH:17]=O)=[N:13][CH:14]=[CH:15][CH:16]=1.[BH-](OC(C)=O)(OC(C)=O)OC(C)=O.[Na+], predict the reaction product. The product is: [Cl:10][C:11]1[C:12]([CH2:17][NH:9][CH2:8][C:3]2[C:2]([CH3:1])=[CH:7][CH:6]=[CH:5][N:4]=2)=[N:13][CH:14]=[CH:15][CH:16]=1.